Dataset: Catalyst prediction with 721,799 reactions and 888 catalyst types from USPTO. Task: Predict which catalyst facilitates the given reaction. (1) Reactant: [C:1]([O:5][C:6](=[O:22])[NH:7][CH2:8][CH2:9][C:10](=[C:12]1C(=O)O[C:15](C)([CH3:19])[O:14][C:13]1=[O:21])[OH:11])([CH3:4])([CH3:3])[CH3:2]. Product: [CH2:15]([O:14][C:13](=[O:21])[CH2:12][C:10](=[O:11])[CH2:9][CH2:8][NH:7][C:6]([O:5][C:1]([CH3:3])([CH3:2])[CH3:4])=[O:22])[CH3:19]. The catalyst class is: 8. (2) Reactant: [CH3:1][N:2]([CH3:7])[S:3](Cl)(=[O:5])=[O:4].[NH2:8][C@@H:9]1[CH2:13][CH2:12][N:11]([CH2:14][C:15]2[CH:24]=[C:23]3[C:18]([C:19](=[O:39])[N:20]([CH2:26][C:27]4[CH:32]=[C:31]([Cl:33])[CH:30]=[CH:29][C:28]=4[S:34]([CH2:37][CH3:38])(=[O:36])=[O:35])[C:21](=[O:25])[NH:22]3)=[CH:17][C:16]=2[Br:40])[CH2:10]1.C(N(CC)CC)C.C(=O)(O)[O-].[Na+]. Product: [Br:40][C:16]1[CH:17]=[C:18]2[C:23](=[CH:24][C:15]=1[CH2:14][N:11]1[CH2:12][CH2:13][C@@H:9]([NH:8][S:3]([N:2]([CH3:7])[CH3:1])(=[O:5])=[O:4])[CH2:10]1)[NH:22][C:21](=[O:25])[N:20]([CH2:26][C:27]1[CH:32]=[C:31]([Cl:33])[CH:30]=[CH:29][C:28]=1[S:34]([CH2:37][CH3:38])(=[O:36])=[O:35])[C:19]2=[O:39]. The catalyst class is: 44.